The task is: Regression. Given two drug SMILES strings and cell line genomic features, predict the synergy score measuring deviation from expected non-interaction effect.. This data is from NCI-60 drug combinations with 297,098 pairs across 59 cell lines. (1) Drug 1: CC1=C2C(C(=O)C3(C(CC4C(C3C(C(C2(C)C)(CC1OC(=O)C(C(C5=CC=CC=C5)NC(=O)OC(C)(C)C)O)O)OC(=O)C6=CC=CC=C6)(CO4)OC(=O)C)OC)C)OC. Drug 2: CCN(CC)CCCC(C)NC1=C2C=C(C=CC2=NC3=C1C=CC(=C3)Cl)OC. Cell line: MALME-3M. Synergy scores: CSS=43.3, Synergy_ZIP=2.85, Synergy_Bliss=6.25, Synergy_Loewe=-0.132, Synergy_HSA=8.04. (2) Drug 1: B(C(CC(C)C)NC(=O)C(CC1=CC=CC=C1)NC(=O)C2=NC=CN=C2)(O)O. Drug 2: N.N.Cl[Pt+2]Cl. Cell line: 786-0. Synergy scores: CSS=81.2, Synergy_ZIP=-0.503, Synergy_Bliss=0.796, Synergy_Loewe=0.181, Synergy_HSA=3.09. (3) Drug 1: C1CCC(C1)C(CC#N)N2C=C(C=N2)C3=C4C=CNC4=NC=N3. Drug 2: CCN(CC)CCCC(C)NC1=C2C=C(C=CC2=NC3=C1C=CC(=C3)Cl)OC. Cell line: COLO 205. Synergy scores: CSS=39.2, Synergy_ZIP=5.21, Synergy_Bliss=2.36, Synergy_Loewe=-25.3, Synergy_HSA=-4.36. (4) Drug 1: C1=C(C(=O)NC(=O)N1)F. Drug 2: C1=CC=C(C(=C1)C(C2=CC=C(C=C2)Cl)C(Cl)Cl)Cl. Cell line: M14. Synergy scores: CSS=34.6, Synergy_ZIP=-1.18, Synergy_Bliss=-3.09, Synergy_Loewe=-5.44, Synergy_HSA=-1.90. (5) Drug 1: CC(C)CN1C=NC2=C1C3=CC=CC=C3N=C2N. Drug 2: CC1C(C(CC(O1)OC2CC(CC3=C2C(=C4C(=C3O)C(=O)C5=C(C4=O)C(=CC=C5)OC)O)(C(=O)CO)O)N)O.Cl. Cell line: MDA-MB-435. Synergy scores: CSS=39.5, Synergy_ZIP=-3.26, Synergy_Bliss=-3.35, Synergy_Loewe=-4.96, Synergy_HSA=-1.65.